This data is from HIV replication inhibition screening data with 41,000+ compounds from the AIDS Antiviral Screen. The task is: Binary Classification. Given a drug SMILES string, predict its activity (active/inactive) in a high-throughput screening assay against a specified biological target. (1) The drug is Cc1nc(N)nc2c1CCC(=O)N2. The result is 0 (inactive). (2) The molecule is O=C1CCCc2cc3c(cc21)CC1(Cc2ccccc2C1)C3. The result is 0 (inactive). (3) The drug is CC(C)(C)OC(=O)NC1CCCC1C(=O)C1=CCCC1. The result is 0 (inactive). (4) The molecule is CC12CC3c4ccccc4CN1C3(c1ccccc1)OC2=O. The result is 0 (inactive). (5) The molecule is Cc1cccc(C)c1NC(=O)CCC(=O)CC(=O)C(C)C. The result is 0 (inactive).